This data is from Catalyst prediction with 721,799 reactions and 888 catalyst types from USPTO. The task is: Predict which catalyst facilitates the given reaction. (1) Reactant: [C:1]([NH:9][CH2:10][CH:11]1[CH2:16][CH2:15][CH2:14][CH:13]([N:17]2[C:26]3[CH:25]=[CH:24][CH:23]=[C:22]([C:27]([OH:29])=[O:28])[C:21]=3[C:20]3=[N:30][O:31][C:32]([CH3:33])=[C:19]3[C:18]2=[O:34])[CH2:12]1)(=[O:8])[C:2]1[CH:7]=[CH:6][CH:5]=[CH:4][CH:3]=1.I[CH2:36][CH3:37].C([O-])([O-])=O.[Cs+].[Cs+]. Product: [CH2:36]([O:28][C:27]([C:22]1[C:21]2[C:20]3[C:19](=[C:32]([CH3:33])[O:31][N:30]=3)[C:18](=[O:34])[N:17]([CH:13]3[CH2:14][CH2:15][CH2:16][CH:11]([CH2:10][NH:9][C:1](=[O:8])[C:2]4[CH:7]=[CH:6][CH:5]=[CH:4][CH:3]=4)[CH2:12]3)[C:26]=2[CH:25]=[CH:24][CH:23]=1)=[O:29])[CH3:37]. The catalyst class is: 31. (2) Reactant: [CH2:1]([Li])CCC.[CH2:6]([O:13][CH2:14][CH2:15][CH2:16][O:17][C:18]1[CH:25]=[CH:24][C:21]([CH:22]=O)=[CH:20][CH:19]=1)[C:7]1[CH:12]=[CH:11][CH:10]=[CH:9][CH:8]=1.[Cl-].[NH4+]. Product: [CH2:6]([O:13][CH2:14][CH2:15][CH2:16][O:17][C:18]1[CH:25]=[CH:24][C:21]([CH:22]=[CH2:1])=[CH:20][CH:19]=1)[C:7]1[CH:12]=[CH:11][CH:10]=[CH:9][CH:8]=1. The catalyst class is: 597. (3) Reactant: [CH3:1][O:2][CH2:3][C@H:4]1[CH2:9][CH2:8][C@H:7]([OH:10])[CH2:6][CH2:5]1.[H-].[Na+].[N+:13]([C:16]1[CH:23]=[CH:22][CH:21]=[C:20]([N+]([O-])=O)[C:17]=1[C:18]#[N:19])([O-:15])=[O:14].O. Product: [CH3:1][O:2][CH2:3][C@H:4]1[CH2:9][CH2:8][C@H:7]([O:10][C:20]2[CH:21]=[CH:22][CH:23]=[C:16]([N+:13]([O-:15])=[O:14])[C:17]=2[C:18]#[N:19])[CH2:6][CH2:5]1. The catalyst class is: 1. (4) Reactant: [NH2:1][C:2](=[N:4][C:5]([C:7]1[CH:19]=[CH:18][C:17]2[C:16]3[C:11](=[CH:12][CH:13]=[CH:14][CH:15]=3)[N:10]([CH:20]3[CH2:25][CH2:24][N:23](C(OC(C)(C)C)=O)[CH2:22][CH2:21]3)[C:9]=2[CH:8]=1)=[O:6])[NH2:3].[ClH:33].C(OCC)(=O)C. Product: [ClH:33].[ClH:33].[NH2:3][C:2]([NH2:1])=[N:4][C:5]([C:7]1[CH:19]=[CH:18][C:17]2[C:16]3[C:11](=[CH:12][CH:13]=[CH:14][CH:15]=3)[N:10]([CH:20]3[CH2:21][CH2:22][NH:23][CH2:24][CH2:25]3)[C:9]=2[CH:8]=1)=[O:6]. The catalyst class is: 8. (5) Reactant: [C:1]1([C:7]#[C:8][C:9]2[CH:10]=[N:11][NH:12][C:13]=2[NH:14]C(=O)C)[CH:6]=[CH:5][CH:4]=[CH:3][CH:2]=1.[CH2:18]([O:20][CH:21]=[CH2:22])[CH3:19].Cl. Product: [CH2:18]([O:20][CH:21]([N:12]1[C:13]([NH2:14])=[C:9]([C:8]#[C:7][C:1]2[CH:2]=[CH:3][CH:4]=[CH:5][CH:6]=2)[CH:10]=[N:11]1)[CH3:22])[CH3:19]. The catalyst class is: 135. (6) Reactant: [Br:1][C:2]1[CH:3]=[N:4][CH:5]=[C:6]([CH:10]=1)C(Cl)=O.[CH3:11][Mg]Br.C([O:16][CH2:17][CH3:18])C. Product: [Br:1][C:2]1[CH:10]=[C:6]([C:17]([OH:16])([CH3:18])[CH3:11])[CH:5]=[N:4][CH:3]=1. The catalyst class is: 1. (7) Reactant: [Br:1][C:2]1[CH:7]=[CH:6][N:5]=[C:4]([C:8]([O:10]C)=O)[CH:3]=1.O.[NH2:13][NH2:14]. Product: [Br:1][C:2]1[CH:7]=[CH:6][N:5]=[C:4]([C:8]([NH:13][NH2:14])=[O:10])[CH:3]=1. The catalyst class is: 14.